This data is from Reaction yield outcomes from USPTO patents with 853,638 reactions. The task is: Predict the reaction yield, written as a fraction of the theoretical maximum amount of product (1.0 means a 100% yield; for example, 0.34 means a 34% yield). (1) The reactants are [Br:1][C:2]1[CH:11]=[CH:10][C:5]([C:6]([NH:8][CH3:9])=[O:7])=[C:4]([CH2:12]O)[CH:3]=1.CN1CCN(C)C1=O.C([Mg]Cl)(C)C. The catalyst is CCOC(C)=O. The product is [Br:1][C:2]1[CH:3]=[C:4]2[C:5](=[CH:10][CH:11]=1)[C:6](=[O:7])[N:8]([CH3:9])[CH2:12]2. The yield is 0.573. (2) The reactants are Cl[C:2]1[C:11]2[C:6](=[CH:7][CH:8]=[CH:9][CH:10]=2)[CH:5]=[CH:4][N:3]=1.[Cl:12][C:13]1[CH:14]=[C:15]([CH:17]=[CH:18][CH:19]=1)[NH2:16]. The catalyst is C(O)(C)C.Cl. The product is [Cl:12][C:13]1[CH:14]=[C:15]([NH:16][C:2]2[C:11]3[C:6](=[CH:7][CH:8]=[CH:9][CH:10]=3)[CH:5]=[CH:4][N:3]=2)[CH:17]=[CH:18][CH:19]=1. The yield is 0.380. (3) The reactants are ClC1C(C(=O)N(CCCC)CCCC)=NN(C2C=CC(C(OCC)=O)=CC=2C(N2CCC3C(=CC=CC=3)C2)=O)C=1C.[Cl:42][C:43]1[C:44]([N:49]([CH2:53][CH2:54][CH3:55])[CH2:50][CH2:51][CH3:52])=[N:45][NH:46][C:47]=1[CH3:48].F[C:57]1[CH:72]=[CH:71][C:60]([C:61]([O:63][CH2:64][C:65]2[CH:70]=[CH:69][CH:68]=[CH:67][CH:66]=2)=[O:62])=[CH:59][C:58]=1[C:73]([O:75][CH2:76][CH3:77])=[O:74]. No catalyst specified. The product is [Cl:42][C:43]1[C:44]([N:49]([CH2:50][CH2:51][CH3:52])[CH2:53][CH2:54][CH3:55])=[N:45][N:46]([C:57]2[CH:72]=[CH:71][C:60]([C:61]([O:63][CH2:64][C:65]3[CH:70]=[CH:69][CH:68]=[CH:67][CH:66]=3)=[O:62])=[CH:59][C:58]=2[C:73]([O:75][CH2:76][CH3:77])=[O:74])[C:47]=1[CH3:48]. The yield is 0.470. (4) The reactants are [NH2:1][CH2:2][C:3]1[CH:4]=[C:5]([CH:31]=[CH:32][CH:33]=1)[CH2:6][N:7]([CH2:20][C:21]1[CH:26]=[CH:25][C:24]([C:27]([F:30])([F:29])[F:28])=[CH:23][CH:22]=1)[S:8]([C:11]1[CH:16]=[C:15]([Cl:17])[CH:14]=[C:13]([Cl:18])[C:12]=1[OH:19])(=[O:10])=[O:9].[CH:34]1[CH:39]=[CH:38][C:37]([C:40]2[CH:45]=[CH:44][C:43]([N:46]=[C:47]=[O:48])=[CH:42][CH:41]=2)=[CH:36][CH:35]=1. The catalyst is CN(C=O)C. The product is [C:40]1([C:37]2[CH:36]=[CH:35][CH:34]=[CH:39][CH:38]=2)[CH:41]=[CH:42][C:43]([NH:46][C:47](=[O:48])[NH:1][CH2:2][C:3]2[CH:4]=[C:5]([CH:31]=[CH:32][CH:33]=2)[CH2:6][N:7]([CH2:20][C:21]2[CH:22]=[CH:23][C:24]([C:27]([F:29])([F:28])[F:30])=[CH:25][CH:26]=2)[S:8]([C:11]2[CH:16]=[C:15]([Cl:17])[CH:14]=[C:13]([Cl:18])[C:12]=2[OH:19])(=[O:9])=[O:10])=[CH:44][CH:45]=1. The yield is 0.600. (5) The reactants are [NH2:1][C:2]1[N:3]([CH3:23])[C:4](=[O:22])[C:5]2([C:15]3[C:10](=[CH:11][CH:12]=[C:13](Br)[CH:14]=3)[O:9][CH:8]([C:17]3[S:18][CH:19]=[CH:20][CH:21]=3)[CH2:7]2)[N:6]=1.[C:24]([C:26]1[CH:31]=[CH:30][C:29](B(O)O)=[CH:28][CH:27]=1)#[N:25]. The catalyst is O1CCOCC1.C([O-])([O-])=O.[Cs+].[Cs+].Cl[Pd](Cl)([P](C1C=CC=CC=1)(C1C=CC=CC=1)C1C=CC=CC=1)[P](C1C=CC=CC=1)(C1C=CC=CC=1)C1C=CC=CC=1. The product is [NH2:1][C:2]1[N:3]([CH3:23])[C:4](=[O:22])[C@:5]2([C:15]3[C:10](=[CH:11][CH:12]=[C:13]([C:28]4[CH:27]=[C:26]([CH:31]=[CH:30][CH:29]=4)[C:24]#[N:25])[CH:14]=3)[O:9][C@H:8]([C:17]3[S:18][CH:19]=[CH:20][CH:21]=3)[CH2:7]2)[N:6]=1.[NH2:1][C:2]1[N:3]([CH3:23])[C:4](=[O:22])[C@:5]2([C:15]3[C:10](=[CH:11][CH:12]=[C:13]([C:28]4[CH:27]=[C:26]([CH:31]=[CH:30][CH:29]=4)[C:24]#[N:25])[CH:14]=3)[O:9][C@@H:8]([C:17]3[S:18][CH:19]=[CH:20][CH:21]=3)[CH2:7]2)[N:6]=1. The yield is 0.0100. (6) The reactants are C1(S([N:10]2[C:18]3[C:13](=[CH:14][C:15]([S:19][CH3:20])=[CH:16][CH:17]=3)[CH:12]=[C:11]2[CH3:21])(=O)=O)C=CC=CC=1.[OH-].[Na+]. The catalyst is C(O)C.[Cl-].[Na+].O. The product is [CH3:21][C:11]1[NH:10][C:18]2[C:13]([CH:12]=1)=[CH:14][C:15]([S:19][CH3:20])=[CH:16][CH:17]=2. The yield is 0.712. (7) The reactants are P(C)(C)C.[N:5]([CH2:8][C:9]1[N:10]=[N:11][C:12]([C:15]2[C:20]([F:21])=[CH:19][CH:18]=[CH:17][C:16]=2[F:22])=[CH:13][CH:14]=1)=[N+]=[N-].[N:23]([C:26]1[CH:27]=[N:28][CH:29]=[CH:30][C:31]=1[N:32]1[CH2:37][CH2:36][CH2:35][CH:34]([NH:38][C:39](=[O:45])[O:40][C:41]([CH3:44])([CH3:43])[CH3:42])[CH:33]1[CH3:46])=[C:24]=S. The catalyst is C1COCC1.CCOC(C)=O. The product is [F:22][C:16]1[CH:17]=[CH:18][CH:19]=[C:20]([F:21])[C:15]=1[C:12]1[CH:13]=[CH:14][C:9]2[N:10]([C:24]([NH:23][C:26]3[CH:27]=[N:28][CH:29]=[CH:30][C:31]=3[N:32]3[CH2:37][CH2:36][CH2:35][CH:34]([NH:38][C:39](=[O:45])[O:40][C:41]([CH3:43])([CH3:42])[CH3:44])[CH:33]3[CH3:46])=[N:5][CH:8]=2)[N:11]=1. The yield is 0.810. (8) The reactants are [CH3:1][C:2]1[CH:3]=[C:4]([OH:15])[C:5]([C:9]2[CH:14]=[CH:13][CH:12]=[CH:11][CH:10]=2)=[N:6][C:7]=1[CH3:8].[CH2:16]([O:23][C:24]1[CH:33]=[C:32]2[C:27]([C:28](Cl)=[CH:29][CH:30]=[N:31]2)=[CH:26][C:25]=1[O:35][CH3:36])[C:17]1[CH:22]=[CH:21][CH:20]=[CH:19][CH:18]=1.O. The catalyst is CN(C)C1C=CN=CC=1.ClC1C=CC=CC=1Cl. The product is [CH2:16]([O:23][C:24]1[CH:33]=[C:32]2[C:27]([C:28]([O:15][C:4]3[C:5]([C:9]4[CH:10]=[CH:11][CH:12]=[CH:13][CH:14]=4)=[N:6][C:7]([CH3:8])=[C:2]([CH3:1])[CH:3]=3)=[CH:29][CH:30]=[N:31]2)=[CH:26][C:25]=1[O:35][CH3:36])[C:17]1[CH:18]=[CH:19][CH:20]=[CH:21][CH:22]=1. The yield is 1.00.